Dataset: Reaction yield outcomes from USPTO patents with 853,638 reactions. Task: Predict the reaction yield, written as a fraction of the theoretical maximum amount of product (1.0 means a 100% yield; for example, 0.34 means a 34% yield). (1) The reactants are [N+:1]([C:4]1[CH:14]=[CH:13][C:7]([CH2:8][S:9]([OH:12])(=[O:11])=[O:10])=[CH:6][CH:5]=1)([O-])=O.CO. The catalyst is [Pd].O. The product is [NH2:1][C:4]1[CH:14]=[CH:13][C:7]([CH2:8][S:9]([OH:12])(=[O:10])=[O:11])=[CH:6][CH:5]=1. The yield is 0.910. (2) The reactants are [F:1][C:2]([F:24])([F:23])[O:3][C:4]1[CH:5]=[C:6]([C:10]([C:12]2[CH:17]=[CH:16][CH:15]=[C:14]([O:18][C:19]([F:22])([F:21])[F:20])[CH:13]=2)=O)[CH:7]=[CH:8][CH:9]=1.CC1C=CC(S([CH2:35][N+:36]#[C-])(=O)=O)=CC=1.CC([O-])(C)C.[K+].CC(O)(C)C. The catalyst is COCCOC.O. The product is [F:1][C:2]([F:24])([F:23])[O:3][C:4]1[CH:5]=[C:6]([CH:10]([C:12]2[CH:17]=[CH:16][CH:15]=[C:14]([O:18][C:19]([F:22])([F:21])[F:20])[CH:13]=2)[C:35]#[N:36])[CH:7]=[CH:8][CH:9]=1. The yield is 0.670. (3) The reactants are [C:1]([O:4][C@@H:5]1[C@@H:20]([O:21][C:22](=[O:24])[CH3:23])[C@@H:19]([O:25][C:26](=[O:28])[CH3:27])[C@@H:18]([CH2:29][O:30][C:31](=[O:33])[CH3:32])[O:17][C@H:6]1[O:7][CH2:8][CH2:9][O:10][CH2:11][CH2:12][O:13][CH2:14][CH2:15]Cl)(=[O:3])[CH3:2].[N-:34]=[N+:35]=[N-:36].[Na+]. The catalyst is [N+](CCCC)(CCCC)(CCCC)CCCC.[I-].CN(C=O)C.CCOC(C)=O. The product is [C:1]([O:4][C@@H:5]1[C@@H:20]([O:21][C:22](=[O:24])[CH3:23])[C@@H:19]([O:25][C:26](=[O:28])[CH3:27])[C@@H:18]([CH2:29][O:30][C:31](=[O:33])[CH3:32])[O:17][C@H:6]1[O:7][CH2:8][CH2:9][O:10][CH2:11][CH2:12][O:13][CH2:14][CH2:15][N:34]=[N+:35]=[N-:36])(=[O:3])[CH3:2]. The yield is 0.850.